This data is from Full USPTO retrosynthesis dataset with 1.9M reactions from patents (1976-2016). The task is: Predict the reactants needed to synthesize the given product. (1) Given the product [F:1][C:2]1[CH:3]=[CH:4][C:5]([C:8]2([CH2:19][CH2:20][CH2:21][OH:22])[C:16]3[C:11](=[CH:12][C:13]([C:17]#[N:18])=[CH:14][CH:15]=3)[CH2:10][O:9]2)=[CH:6][CH:7]=1, predict the reactants needed to synthesize it. The reactants are: [F:1][C:2]1[CH:7]=[CH:6][C:5]([C:8]2([CH2:19][CH2:20][CH2:21][O:22]C3CCCCO3)[C:16]3[C:11](=[CH:12][C:13]([C:17]#[N:18])=[CH:14][CH:15]=3)[CH2:10][O:9]2)=[CH:4][CH:3]=1.O.C1(C)C=CC(S(O)(=O)=O)=CC=1. (2) Given the product [C:1]([O:5][C:6]([N:8]1[CH2:12][CH:11]([CH2:13][O:14][C:46]2[CH:45]=[CH:44][CH:43]=[C:42]([F:41])[CH:47]=2)[CH:10]=[C:9]1[C:15]([O:17][C:18]([CH3:21])([CH3:20])[CH3:19])=[O:16])=[O:7])([CH3:3])([CH3:4])[CH3:2], predict the reactants needed to synthesize it. The reactants are: [C:1]([O:5][C:6]([N:8]1[CH2:12][CH:11]([CH2:13][OH:14])[CH2:10][CH:9]1[C:15]([O:17][C:18]([CH3:21])([CH3:20])[CH3:19])=[O:16])=[O:7])([CH3:4])([CH3:3])[CH3:2].C1(P(C2C=CC=CC=2)C2C=CC=CC=2)C=CC=CC=1.[F:41][C:42]1[CH:43]=[C:44](O)[CH:45]=[CH:46][CH:47]=1.CC(OC(/N=N/C(OC(C)C)=O)=O)C. (3) Given the product [CH2:7]([O:6][C:4]([C:3]1[N:10]=[C:11]([CH:13]2[CH2:18][CH2:17][N:16]([C:19]([O:21][CH2:22][C:23]3[CH:24]=[CH:25][CH:26]=[CH:27][CH:28]=3)=[O:20])[CH2:15][CH2:14]2)[S:12][CH:2]=1)=[O:5])[CH3:8], predict the reactants needed to synthesize it. The reactants are: Br[CH2:2][C:3](=O)[C:4]([O:6][CH2:7][CH3:8])=[O:5].[NH2:10][C:11]([CH:13]1[CH2:18][CH2:17][N:16]([C:19]([O:21][CH2:22][C:23]2[CH:28]=[CH:27][CH:26]=[CH:25][CH:24]=2)=[O:20])[CH2:15][CH2:14]1)=[S:12]. (4) Given the product [C:1]([O:4][C@@H:5]1[C@@H:10]([O:11][C:12](=[O:14])[CH3:13])[C@H:9]([O:15][C:16](=[O:18])[CH3:17])[C@@H:8]([O:19][CH3:20])[O:7][C@H:6]1[C:21]1[CH:26]=[CH:25][C:24]([Cl:27])=[C:23]([CH2:28][C:29]2[CH:34]=[CH:33][C:32]([O:35][CH2:36][CH2:37][OH:38])=[CH:31][CH:30]=2)[CH:22]=1)(=[O:3])[CH3:2], predict the reactants needed to synthesize it. The reactants are: [C:1]([O:4][C@@H:5]1[C@@H:10]([O:11][C:12](=[O:14])[CH3:13])[C@H:9]([O:15][C:16](=[O:18])[CH3:17])[C@@H:8]([O:19][CH3:20])[O:7][C@H:6]1[C:21]1[CH:26]=[CH:25][C:24]([Cl:27])=[C:23]([CH2:28][C:29]2[CH:34]=[CH:33][C:32]([O:35][CH2:36][CH2:37][O:38][Si](C(C)(C)C)(C)C)=[CH:31][CH:30]=2)[CH:22]=1)(=[O:3])[CH3:2].C(O)(=O)C. (5) Given the product [F:8][C:9]1[CH:10]=[C:11]2[C:16](=[CH:17][C:18]=1[N:5]1[CH2:6][CH2:7][N:2]([CH3:1])[CH2:3][CH2:4]1)[N:15]([CH2:20][C:21]1[CH:26]=[CH:25][C:24]([C:27]([F:28])([F:29])[F:30])=[CH:23][C:22]=1[F:31])[CH:14]=[C:13]([C:32]#[N:33])[C:12]2=[O:34], predict the reactants needed to synthesize it. The reactants are: [CH3:1][N:2]1[CH2:7][CH2:6][NH:5][CH2:4][CH2:3]1.[F:8][C:9]1[CH:10]=[C:11]2[C:16](=[CH:17][C:18]=1F)[N:15]([CH2:20][C:21]1[CH:26]=[CH:25][C:24]([C:27]([F:30])([F:29])[F:28])=[CH:23][C:22]=1[F:31])[CH:14]=[C:13]([C:32]#[N:33])[C:12]2=[O:34]. (6) Given the product [NH2:16][C:10]1[O:11][CH2:12][C:13]([F:14])([F:15])[C@:8]([C:6]2[CH:7]=[C:2]([NH:1][C:30]([C:21]3[C:20]([Cl:19])=[CH:25][C:24]([C:26]([F:28])([F:27])[F:29])=[CH:23][N:22]=3)=[O:31])[CH:3]=[CH:4][C:5]=2[F:18])([CH3:17])[N:9]=1, predict the reactants needed to synthesize it. The reactants are: [NH2:1][C:2]1[CH:3]=[CH:4][C:5]([F:18])=[C:6]([C@:8]2([CH3:17])[C:13]([F:15])([F:14])[CH2:12][O:11][C:10]([NH2:16])=[N:9]2)[CH:7]=1.[Cl:19][C:20]1[C:21]([C:30](O)=[O:31])=[N:22][CH:23]=[C:24]([C:26]([F:29])([F:28])[F:27])[CH:25]=1. (7) Given the product [CH3:15][C:6]1([CH3:16])[CH2:5][C:4]2[N:3]=[C:2]([N:26]3[CH2:27][CH2:28][N:23]([C:17]4[CH:22]=[CH:21][CH:20]=[CH:19][CH:18]=4)[CH2:24][CH2:25]3)[C:11]([C:12]#[N:13])=[CH:10][C:9]=2[C:8](=[O:14])[CH2:7]1, predict the reactants needed to synthesize it. The reactants are: Cl[C:2]1[C:11]([C:12]#[N:13])=[CH:10][C:9]2[C:8](=[O:14])[CH2:7][C:6]([CH3:16])([CH3:15])[CH2:5][C:4]=2[N:3]=1.[C:17]1([N:23]2[CH2:28][CH2:27][NH:26][CH2:25][CH2:24]2)[CH:22]=[CH:21][CH:20]=[CH:19][CH:18]=1.C(N(CC)CC)C.O. (8) Given the product [C:10]([C:9]1[CH:12]=[C:5]([CH:6]=[CH:7][C:8]=1[O:13][C:14]1[CH:15]=[N:16][C:17]([C:20]([F:23])([F:21])[F:22])=[CH:18][CH:19]=1)[CH2:4][O:3][C:25]1[CH:26]=[C:27]2[N:34]([C:35]([O:37][C:38]([CH3:41])([CH3:40])[CH3:39])=[O:36])[CH2:33][CH2:32][N:28]2[C:29](=[O:31])[N:30]=1)#[N:11], predict the reactants needed to synthesize it. The reactants are: [H-].[Na+].[OH:3][CH2:4][C:5]1[CH:6]=[CH:7][C:8]([O:13][C:14]2[CH:15]=[N:16][C:17]([C:20]([F:23])([F:22])[F:21])=[CH:18][CH:19]=2)=[C:9]([CH:12]=1)[C:10]#[N:11].Cl[C:25]1[CH:26]=[C:27]2[N:34]([C:35]([O:37][C:38]([CH3:41])([CH3:40])[CH3:39])=[O:36])[CH2:33][CH2:32][N:28]2[C:29](=[O:31])[N:30]=1. (9) Given the product [Si:1]([O:8][CH2:9][C@H:10]1[CH2:12][C@:11]1([CH2:19][CH2:20][NH2:21])[C:13]1[CH:18]=[CH:17][CH:16]=[CH:15][N:14]=1)([C:4]([CH3:7])([CH3:6])[CH3:5])([CH3:3])[CH3:2], predict the reactants needed to synthesize it. The reactants are: [Si:1]([O:8][CH2:9][C@H:10]1[CH2:12][C@:11]1([CH2:19][C:20]#[N:21])[C:13]1[CH:18]=[CH:17][CH:16]=[CH:15][N:14]=1)([C:4]([CH3:7])([CH3:6])[CH3:5])([CH3:3])[CH3:2].CO. (10) Given the product [F:1][C:2]1[C:7]([N+:8]([O-:10])=[O:9])=[CH:6][C:5]([CH2:11][C:12]([O:14][CH2:21][CH3:22])=[O:13])=[C:4]([CH3:15])[CH:3]=1, predict the reactants needed to synthesize it. The reactants are: [F:1][C:2]1[C:7]([N+:8]([O-:10])=[O:9])=[CH:6][C:5]([CH2:11][C:12]([OH:14])=[O:13])=[C:4]([CH3:15])[CH:3]=1.OS(O)(=O)=O.[CH3:21][CH2:22]O.